From a dataset of Full USPTO retrosynthesis dataset with 1.9M reactions from patents (1976-2016). Predict the reactants needed to synthesize the given product. (1) The reactants are: [BH:1]([OH:3])[OH:2].BrC1C=C(N2C3N=C(NC4C=CC(OC)=CC=4)N=CC=3C3=NN=C(O)C3=C2)C=CC=1.C([O-])([O-])=O.[Na+].[Na+].FC1C=CC(C2C=CC=C([N:53]3[C:58]4[N:59]=[C:60](NC5C=CC(OC)=CC=5)[N:61]=[CH:62][C:57]=4[C:56]4=[N:72][NH:73][CH:74]=[C:55]4[C:54]3=[O:75])C=2)=CC=1. Given the product [BH:1]([OH:3])[OH:2].[N:72]1[NH:73][CH:74]=[C:55]2[C:54](=[O:75])[NH:53][C:58]3[N:59]=[CH:60][N:61]=[CH:62][C:57]=3[C:56]=12, predict the reactants needed to synthesize it. (2) The reactants are: [C:1]([O:5][C:6]([N:8]([C:19]([O:21][C:22]([CH3:25])([CH3:24])[CH3:23])=[O:20])[C@:9]1([C:14]([O:16][CH2:17][CH3:18])=[O:15])[CH2:11][C@H:10]1[CH:12]=[CH2:13])=[O:7])([CH3:4])([CH3:3])[CH3:2].B1([O-])O[O:27]1.O.O.O.O.[Na+]. Given the product [C:1]([O:5][C:6]([N:8]([C:19]([O:21][C:22]([CH3:24])([CH3:23])[CH3:25])=[O:20])[C@:9]1([C:14]([O:16][CH2:17][CH3:18])=[O:15])[CH2:11][C@H:10]1[CH2:12][CH2:13][OH:27])=[O:7])([CH3:4])([CH3:2])[CH3:3], predict the reactants needed to synthesize it. (3) The reactants are: [BH4-].[Na+].[CH3:3][C:4]1[C:12]2[C:11]([CH:13]=[C:14]3[N:18]4[CH:19]=[CH:20][CH:21]=[CH:22][C:17]4=[N:16][C:15]3=[O:23])=[CH:10][S:9][C:8]=2[CH:7]=[CH:6][CH:5]=1. Given the product [CH3:3][C:4]1[C:12]2[C:11]([CH2:13][CH:14]3[N:18]4[CH:19]=[CH:20][CH:21]=[CH:22][C:17]4=[N:16][C:15]3=[O:23])=[CH:10][S:9][C:8]=2[CH:7]=[CH:6][CH:5]=1, predict the reactants needed to synthesize it. (4) Given the product [F:64][C:65]([F:70])([F:69])[C:66]([OH:68])=[O:67].[NH:31]([C:27]1[CH:28]=[C:29]([CH3:30])[C:24]([C:20]2[CH:21]=[CH:22][CH:23]=[C:18]([S:15]([C:13]3[CH:14]=[C:10]([C:8]([NH2:9])=[NH:7])[S:11][C:12]=3[S:61][CH3:62])(=[O:16])=[O:17])[CH:19]=2)=[C:25]([NH:49][C:50]([NH:52][CH2:53][CH2:54][CH2:55][CH2:56][S:57]([CH3:60])(=[O:59])=[O:58])=[O:51])[CH:26]=1)[C:32]([NH2:41])=[NH:33], predict the reactants needed to synthesize it. The reactants are: C(OC(=O)[NH:7][C:8]([C:10]1[S:11][C:12]([S:61][CH3:62])=[C:13]([S:15]([C:18]2[CH:19]=[C:20]([C:24]3[C:29]([CH3:30])=[CH:28][C:27]([NH:31][C:32]([NH:41]C(OC(C)(C)C)=O)=[N:33]C(OC(C)(C)C)=O)=[CH:26][C:25]=3[NH:49][C:50]([NH:52][CH2:53][CH2:54][CH2:55][CH2:56][S:57]([CH3:60])(=[O:59])=[O:58])=[O:51])[CH:21]=[CH:22][CH:23]=2)(=[O:17])=[O:16])[CH:14]=1)=[NH:9])(C)(C)C.[F:64][C:65]([F:70])([F:69])[C:66]([OH:68])=[O:67]. (5) Given the product [CH3:22][O:21][CH2:20][C@H:10]1[O:11][CH2:12][C@@H:13]([C:14]2[CH:19]=[CH:18][CH:17]=[CH:16][CH:15]=2)[NH:8][CH2:9]1, predict the reactants needed to synthesize it. The reactants are: C([N:8]1[C@H:13]([C:14]2[CH:19]=[CH:18][CH:17]=[CH:16][CH:15]=2)[CH2:12][O:11][C@H:10]([CH2:20][O:21][CH3:22])[CH2:9]1)C1C=CC=CC=1.C1(C)C=CC(S(O)(=O)=O)=CC=1.[H][H]. (6) Given the product [CH:40]1([NH:45][C:46]([N:4]2[C:3]([C:18]3[N:19]([C:23]4[CH:24]=[CH:25][C:26]([C:27]#[N:28])=[CH:29][CH:30]=4)[CH:20]=[CH:21][N:22]=3)=[C:2]([CH3:1])[N:6]([C:7]3[CH:12]=[CH:11][CH:10]=[C:9]([C:13]([F:16])([F:15])[F:14])[CH:8]=3)[C:5]2=[O:17])=[O:47])[CH2:44][CH2:43][CH2:42][CH2:41]1, predict the reactants needed to synthesize it. The reactants are: [CH3:1][C:2]1[N:6]([C:7]2[CH:12]=[CH:11][CH:10]=[C:9]([C:13]([F:16])([F:15])[F:14])[CH:8]=2)[C:5](=[O:17])[NH:4][C:3]=1[C:18]1[N:19]([C:23]2[CH:30]=[CH:29][C:26]([C:27]#[N:28])=[CH:25][CH:24]=2)[CH:20]=[CH:21][N:22]=1.CCN(C(C)C)C(C)C.[CH:40]1([N:45]=[C:46]=[O:47])[CH2:44][CH2:43][CH2:42][CH2:41]1. (7) Given the product [CH3:11][C:5]1[C:4]([CH2:3][O:2][C:1]([N:32]2[CH2:37][CH2:36][O:35][CH2:34][CH2:33]2)=[O:22])=[C:9]([CH3:10])[CH:8]=[CH:7][N:6]=1.[N:32]1([C:1]([OH:12])=[O:2])[CH2:37][CH2:36][O:35][CH2:34][CH2:33]1, predict the reactants needed to synthesize it. The reactants are: [C:1](=[O:22])([O:12]C1C=CC([N+]([O-])=O)=CC=1)[O:2][CH2:3][C:4]1[C:5]([CH3:11])=[N:6][CH:7]=[CH:8][C:9]=1[CH3:10].CCN(C(C)C)C(C)C.[NH:32]1[CH2:37][CH2:36][O:35][CH2:34][CH2:33]1. (8) The reactants are: [CH2:1]([O:19][C@H:20]1[C@H:24]([O:25][CH2:26][CH2:27][CH2:28][CH2:29][CH2:30][CH2:31][CH2:32][CH2:33]/[CH:34]=[CH:35]\[CH2:36]/[CH:37]=[CH:38]\[CH2:39][CH2:40][CH2:41][CH2:42][CH3:43])[CH2:23][N:22]([CH2:44][CH2:45][CH2:46][OH:47])[CH2:21]1)[CH2:2][CH2:3][CH2:4][CH2:5][CH2:6][CH2:7][CH2:8]/[CH:9]=[CH:10]\[CH2:11]/[CH:12]=[CH:13]\[CH2:14][CH2:15][CH2:16][CH2:17][CH3:18].C(N(CC)CC)C.[CH3:55][S:56](O)(=[O:58])=[O:57]. Given the product [CH3:55][S:56]([O:47][CH2:46][CH2:45][CH2:44][N:22]1[CH2:23][C@@H:24]([O:25][CH2:26][CH2:27][CH2:28][CH2:29][CH2:30][CH2:31][CH2:32][CH2:33]/[CH:34]=[CH:35]\[CH2:36]/[CH:37]=[CH:38]\[CH2:39][CH2:40][CH2:41][CH2:42][CH3:43])[C@H:20]([O:19][CH2:1][CH2:2][CH2:3][CH2:4][CH2:5][CH2:6][CH2:7][CH2:8]/[CH:9]=[CH:10]\[CH2:11]/[CH:12]=[CH:13]\[CH2:14][CH2:15][CH2:16][CH2:17][CH3:18])[CH2:21]1)(=[O:58])=[O:57], predict the reactants needed to synthesize it. (9) Given the product [Cl:31][C:25]1[CH:24]=[C:23]([C:20]2[CH:21]=[CH:22][N:18]([CH2:17][C@H:16]([NH:15][C:12]([C:10]3[N:11]=[C:7]([C:5]4[CH:4]=[N:3][N:2]([CH3:1])[CH:6]=4)[S:8][CH:9]=3)=[O:14])[CH3:32])[N:19]=2)[CH:30]=[CH:29][C:26]=1[C:27]#[N:28], predict the reactants needed to synthesize it. The reactants are: [CH3:1][N:2]1[CH:6]=[C:5]([C:7]2[S:8][CH:9]=[C:10]([C:12]([OH:14])=O)[N:11]=2)[CH:4]=[N:3]1.[NH2:15][C@H:16]([CH3:32])[CH2:17][N:18]1[CH:22]=[CH:21][C:20]([C:23]2[CH:30]=[CH:29][C:26]([C:27]#[N:28])=[C:25]([Cl:31])[CH:24]=2)=[N:19]1. (10) The reactants are: [NH2:1][C@H:2]1[C:11]2[C:6](=[CH:7][CH:8]=[C:9]([F:12])[CH:10]=2)[N:5]([C:13](=[O:15])[CH3:14])[C@@H:4]([CH:16]2[CH2:18][CH2:17]2)[C@@H:3]1[CH3:19].Br[C:21]1[C:26]([O:27][CH3:28])=[CH:25][CH:24]=[CH:23][N:22]=1.CN(C1C(C2C(P(C3CCCCC3)C3CCCCC3)=CC=CC=2)=CC=CC=1)C.CC(C)([O-])C.[Na+]. Given the product [CH:16]1([C@H:4]2[C@H:3]([CH3:19])[C@@H:2]([NH:1][C:21]3[C:26]([O:27][CH3:28])=[CH:25][CH:24]=[CH:23][N:22]=3)[C:11]3[C:6](=[CH:7][CH:8]=[C:9]([F:12])[CH:10]=3)[N:5]2[C:13](=[O:15])[CH3:14])[CH2:18][CH2:17]1, predict the reactants needed to synthesize it.